Dataset: Full USPTO retrosynthesis dataset with 1.9M reactions from patents (1976-2016). Task: Predict the reactants needed to synthesize the given product. (1) Given the product [CH3:13][O:12][C:11]1[C:2]([NH:1][C:29](=[O:30])[CH2:28][C:25]2[CH:24]=[CH:23][C:22]([C:21]([F:32])([F:20])[F:33])=[CH:27][CH:26]=2)=[C:3]2[C:8](=[CH:9][CH:10]=1)[C:7](=[O:14])[N:6]([C@H:15]([CH3:19])[C:16]([NH2:18])=[O:17])[CH:5]=[CH:4]2, predict the reactants needed to synthesize it. The reactants are: [NH2:1][C:2]1[C:11]([O:12][CH3:13])=[CH:10][CH:9]=[C:8]2[C:3]=1[CH:4]=[CH:5][N:6]([C@H:15]([CH3:19])[C:16]([NH2:18])=[O:17])[C:7]2=[O:14].[F:20][C:21]([F:33])([F:32])[C:22]1[CH:27]=[CH:26][C:25]([CH2:28][C:29](O)=[O:30])=[CH:24][CH:23]=1.C(N(CC)C(C)C)(C)C.F[P-](F)(F)(F)(F)F.C[N+](C)=C(N(C)C)ON1C2N=CC=CC=2N=N1.CN(C)C=O. (2) Given the product [F:25][C:26]([F:39])([F:38])[S:27]([O:1][C:2]1[CH:7]=[CH:6][C:5]([CH:8]([NH:11][C:12]([N:14]2[CH2:19][C:18](=[O:20])[NH:17][C:16]3[CH:21]=[CH:22][CH:23]=[N:24][C:15]2=3)=[O:13])[CH2:9][CH3:10])=[CH:4][CH:3]=1)(=[O:29])=[O:28], predict the reactants needed to synthesize it. The reactants are: [OH:1][C:2]1[CH:7]=[CH:6][C:5]([CH:8]([NH:11][C:12]([N:14]2[CH2:19][C:18](=[O:20])[NH:17][C:16]3[CH:21]=[CH:22][CH:23]=[N:24][C:15]2=3)=[O:13])[CH2:9][CH3:10])=[CH:4][CH:3]=1.[F:25][C:26]([F:39])([F:38])[S:27](O[S:27]([C:26]([F:39])([F:38])[F:25])(=[O:29])=[O:28])(=[O:29])=[O:28]. (3) Given the product [Br:18][C:19]1[CH:20]=[C:21]2[C:26](=[CH:27][CH:28]=1)[CH:25]=[C:24]([C:12]1[C:11]3[C:6]([C:5]4[CH:4]=[CH:3][CH:2]=[CH:1][C:14]=4[CH:13]=1)=[CH:7][CH:8]=[CH:9][CH:10]=3)[CH:23]=[CH:22]2, predict the reactants needed to synthesize it. The reactants are: [CH:1]1[C:14]2[CH:13]=[C:12](B(O)O)[C:11]3[C:6](=[CH:7][CH:8]=[CH:9][CH:10]=3)[C:5]=2[CH:4]=[CH:3][CH:2]=1.[Br:18][C:19]1[CH:28]=[CH:27][C:26]2[C:21](=[CH:22][CH:23]=[C:24](Br)[CH:25]=2)[CH:20]=1.C(COC)OC.C(=O)([O-])[O-].[Na+].[Na+]. (4) Given the product [C:1]([C:3]1[CH:4]=[C:5]([C:6]2[O:8][N:25]=[C:26]([C:29]3[CH:30]=[CH:31][C:32]([CH2:35][N:36]4[CH:40]=[CH:39][C:38]([C:41]([O-:43])=[O:42])=[N:37]4)=[CH:33][CH:34]=3)[N:27]=2)[CH:9]=[CH:10][C:11]=1[O:12][CH:13]([CH3:15])[CH3:14])#[N:2].[Na+:48], predict the reactants needed to synthesize it. The reactants are: [C:1]([C:3]1[CH:4]=[C:5]([CH:9]=[CH:10][C:11]=1[O:12][CH:13]([CH3:15])[CH3:14])[C:6]([OH:8])=O)#[N:2].COC1C=CC(C2O[N:27]=[C:26]([C:29]3[CH:34]=[CH:33][C:32]([CH2:35][N:36]4[CH:40]=[CH:39][C:38]([C:41]([O-:43])=[O:42])=[N:37]4)=[CH:31][CH:30]=3)[N:25]=2)=CC=1C(F)(F)F.[Na+:48]. (5) The reactants are: Br.[Cl:2][C:3]1[CH:36]=[CH:35][C:6]([CH2:7][CH:8]2[N:13]3[C:14](=[O:30])[CH:15]([NH2:29])[CH2:16][N:17]([S:18]([C:21]4[CH:26]=[CH:25][C:24]([Cl:27])=[CH:23][C:22]=4[Cl:28])(=[O:20])=[O:19])[CH:12]3[CH2:11][N:10]([CH:31]([CH3:33])[CH3:32])[C:9]2=[O:34])=[CH:5][CH:4]=1.C(N(CC)CC)C.[CH3:44][S:45](Cl)(=[O:47])=[O:46].CNC. Given the product [Cl:2][C:3]1[CH:36]=[CH:35][C:6]([CH2:7][CH:8]2[N:13]3[C:14](=[O:30])[CH:15]([NH:29][S:45]([CH3:44])(=[O:47])=[O:46])[CH2:16][N:17]([S:18]([C:21]4[CH:26]=[CH:25][C:24]([Cl:27])=[CH:23][C:22]=4[Cl:28])(=[O:20])=[O:19])[CH:12]3[CH2:11][N:10]([CH:31]([CH3:33])[CH3:32])[C:9]2=[O:34])=[CH:5][CH:4]=1, predict the reactants needed to synthesize it.